From a dataset of Forward reaction prediction with 1.9M reactions from USPTO patents (1976-2016). Predict the product of the given reaction. Given the reactants Cl[C:2]1[N:3]=[N:4][CH:5]=[C:6]([Cl:8])[CH:7]=1.C([Sn](CCCC)(CCCC)[C:14]1[S:18][C:17]([C:19]([O:21][C:22]([CH3:25])([CH3:24])[CH3:23])=[O:20])=[CH:16][CH:15]=1)CCC.[F-].[Cs+].[F-].[K+], predict the reaction product. The product is: [Cl:8][C:6]1[CH:7]=[C:2]([C:14]2[S:18][C:17]([C:19]([O:21][C:22]([CH3:25])([CH3:24])[CH3:23])=[O:20])=[CH:16][CH:15]=2)[N:3]=[N:4][CH:5]=1.